This data is from Reaction yield outcomes from USPTO patents with 853,638 reactions. The task is: Predict the reaction yield, written as a fraction of the theoretical maximum amount of product (1.0 means a 100% yield; for example, 0.34 means a 34% yield). The reactants are [F:1][C:2]1[CH:3]=[N:4][C:5]2[C:10]([C:11]=1[CH2:12][CH2:13][C:14](OCCCC)=[O:15])=[N:9][C:8]([O:21][CH3:22])=[CH:7][CH:6]=2.[H-].[Al+3].[Li+].[H-].[H-].[H-].[OH-].[Na+].S([O-])([O-])(=O)=O.[Na+].[Na+]. The catalyst is C1COCC1.C(OCC)C.O. The product is [F:1][C:2]1[CH:3]=[N:4][C:5]2[C:10]([C:11]=1[CH2:12][CH2:13][CH2:14][OH:15])=[N:9][C:8]([O:21][CH3:22])=[CH:7][CH:6]=2. The yield is 0.850.